Dataset: Full USPTO retrosynthesis dataset with 1.9M reactions from patents (1976-2016). Task: Predict the reactants needed to synthesize the given product. (1) Given the product [CH:4]1([N:21]2[CH2:20][CH2:19][C:18]3[C:23](=[CH:24][C:15]([N+:12]([O-:14])=[O:13])=[CH:16][CH:17]=3)[CH2:22]2)[CH2:6][CH2:5]1, predict the reactants needed to synthesize it. The reactants are: C(O[C:4]1(O[Si](C)(C)C)[CH2:6][CH2:5]1)C.[N+:12]([C:15]1[CH:24]=[C:23]2[C:18]([CH2:19][CH2:20][NH:21][CH2:22]2)=[CH:17][CH:16]=1)([O-:14])=[O:13].[BH3-]C#N.[Na+].C(O)(=O)C. (2) Given the product [CH2:1]([N:11]1[CH2:16][CH2:15][O:14][CH2:13][CH2:12]1)[C:2]#[CH:3], predict the reactants needed to synthesize it. The reactants are: [CH2:1](Br)[C:2]#[CH:3].C([O-])([O-])=O.[Cs+].[Cs+].[NH:11]1[CH2:16][CH2:15][O:14][CH2:13][CH2:12]1. (3) Given the product [Cl:1][C:2]1[CH:7]=[CH:6][NH:5][C:4](=[O:8])[C:3]=1[C:10]1[NH:11][C:12]2=[CH:20][C:19]3[C:18](=[O:21])[N:17]([CH3:22])[C:16](=[O:23])[C:15]=3[CH:14]=[C:13]2[N:24]=1, predict the reactants needed to synthesize it. The reactants are: [Cl:1][C:2]1[CH:7]=[CH:6][N:5]=[C:4]([O:8]C)[C:3]=1[C:10]1[NH:24][C:13]2=[CH:14][C:15]3[C:16](=[O:23])[N:17]([CH3:22])[C:18](=[O:21])[C:19]=3[CH:20]=[C:12]2[N:11]=1.Cl. (4) Given the product [C:24]([O:23][C:21]([N:11]1[CH2:10][CH:9]=[C:8]([C:5]2[CH:6]=[CH:7][C:2]([Br:1])=[CH:3][CH:4]=2)[CH2:13][CH2:12]1)=[O:22])([CH3:27])([CH3:26])[CH3:25], predict the reactants needed to synthesize it. The reactants are: [Br:1][C:2]1[CH:7]=[CH:6][C:5]([C:8]2[CH2:9][CH2:10][NH:11][CH2:12][CH:13]=2)=[CH:4][CH:3]=1.CCN(CC)CC.[C:21](O[C:21]([O:23][C:24]([CH3:27])([CH3:26])[CH3:25])=[O:22])([O:23][C:24]([CH3:27])([CH3:26])[CH3:25])=[O:22].